Dataset: Forward reaction prediction with 1.9M reactions from USPTO patents (1976-2016). Task: Predict the product of the given reaction. Given the reactants [C:1]([OH:20])(=[O:19])[CH2:2][CH2:3][CH2:4][CH2:5][CH2:6][CH2:7][CH2:8][CH2:9][CH2:10][CH2:11][CH2:12][CH2:13][CH2:14][CH2:15][CH2:16][CH2:17][CH3:18].[NH2:21][C:22]([CH3:26])([CH3:25])[CH2:23][OH:24], predict the reaction product. The product is: [NH2:21][C:22]([CH3:26])([CH3:25])[CH2:23][OH:24].[C:1]([OH:20])(=[O:19])[CH2:2][CH2:3][CH2:4][CH2:5][CH2:6][CH2:7][CH2:8][CH2:9][CH2:10][CH2:11][CH2:12][CH2:13][CH2:14][CH2:15][CH2:16][CH2:17][CH3:18].